The task is: Predict the reaction yield, written as a fraction of the theoretical maximum amount of product (1.0 means a 100% yield; for example, 0.34 means a 34% yield).. This data is from Reaction yield outcomes from USPTO patents with 853,638 reactions. (1) The reactants are [Cl-].O[NH3+:3].[C:4](=[O:7])([O-])[OH:5].[Na+].CS(C)=O.[CH2:13]([C:15]1[N:16]=[C:17]([CH2:44][CH2:45][CH3:46])[N:18]([CH2:29][C:30]2[CH:35]=[CH:34][C:33]([C:36]3[C:37]([C:42]#[N:43])=[CH:38][CH:39]=[CH:40][CH:41]=3)=[CH:32][CH:31]=2)[C:19](=[O:28])[C:20]=1[C:21]1[CH:26]=[CH:25][C:24]([F:27])=[CH:23][CH:22]=1)[CH3:14]. The catalyst is O. The product is [CH2:13]([C:15]1[N:16]=[C:17]([CH2:44][CH2:45][CH3:46])[N:18]([CH2:29][C:30]2[CH:35]=[CH:34][C:33]([C:36]3[CH:41]=[CH:40][CH:39]=[CH:38][C:37]=3[C:42]3[NH:3][C:4](=[O:7])[O:5][N:43]=3)=[CH:32][CH:31]=2)[C:19](=[O:28])[C:20]=1[C:21]1[CH:22]=[CH:23][C:24]([F:27])=[CH:25][CH:26]=1)[CH3:14]. The yield is 0.720. (2) The reactants are Br[C:2]1[CH:7]=[CH:6][C:5]([S:8]([NH:11][CH:12]2[CH2:16][CH2:15][S:14](=[O:18])(=[O:17])[CH2:13]2)(=[O:10])=[O:9])=[CH:4][CH:3]=1.C([O-])(=O)C.[K+].[CH3:24][C:25]1([CH3:41])[C:29]([CH3:31])([CH3:30])[O:28][B:27]([B:27]2[O:28][C:29]([CH3:31])([CH3:30])[C:25]([CH3:41])([CH3:24])[O:26]2)[O:26]1. The catalyst is CN(C)C=O.O.C([O-])(=O)C.[Pd+2].C([O-])(=O)C. The product is [O:17]=[S:14]1(=[O:18])[CH2:15][CH2:16][CH:12]([NH:11][S:8]([C:5]2[CH:6]=[CH:7][C:2]([B:27]3[O:28][C:29]([CH3:31])([CH3:30])[C:25]([CH3:41])([CH3:24])[O:26]3)=[CH:3][CH:4]=2)(=[O:10])=[O:9])[CH2:13]1. The yield is 0.530.